Dataset: Catalyst prediction with 721,799 reactions and 888 catalyst types from USPTO. Task: Predict which catalyst facilitates the given reaction. Product: [NH2:58][CH2:59][CH2:60][CH2:61][CH2:62][C:63]([N:45]1[CH2:50][CH2:49][N:48]([C:10]2[N:11]=[C:12]3[CH:19]=[C:18]([C:20]([NH:22][C:23]4[S:24][CH:25]=[C:26]([C:28]([CH3:29])([CH3:30])[CH3:31])[N:27]=4)=[O:21])[CH:17]=[CH:16][N:13]3[C:14](=[O:15])[C:9]=2/[CH:8]=[CH:7]/[C:6]([OH:5])=[O:33])[CH2:47][CH2:46]1)=[O:64].[C:1]([O:5][C:6](=[O:33])[CH:7]=[CH2:8])([CH3:4])([CH3:3])[CH3:2]. The catalyst class is: 546. Reactant: [C:1]([O:5][C:6](=[O:33])/[CH:7]=[CH:8]/[C:9]1[C:14](=[O:15])[N:13]2[CH:16]=[CH:17][C:18]([C:20]([NH:22][C:23]3[S:24][CH:25]=[C:26]([C:28]([CH3:31])([CH3:30])[CH3:29])[N:27]=3)=[O:21])=[CH:19][C:12]2=[N:11][C:10]=1O)([CH3:4])([CH3:3])[CH3:2].S(Cl)(C1C=CC(C)=CC=1)(=O)=O.[NH:45]1[CH2:50][CH2:49][NH:48][CH2:47][CH2:46]1.C(OC([NH:58][CH2:59][CH2:60][CH2:61][CH2:62][C:63](O)=[O:64])=O)(C)(C)C.CCN=C=NCCCN(C)C.Cl.